Binary Classification. Given a drug SMILES string, predict its activity (active/inactive) in a high-throughput screening assay against a specified biological target. From a dataset of HIV replication inhibition screening data with 41,000+ compounds from the AIDS Antiviral Screen. (1) The molecule is CC1=CC2=C(C#N)C(=O)OC2(C)C(c2ccccc2)C1. The result is 0 (inactive). (2) The drug is N#CC(c1ccccn1)c1nc2ccccc2[nH]1. The result is 0 (inactive). (3) The molecule is CSc1c(C#N)c(O)n(-c2ccc(Cl)cc2)c(=O)c1C(C)=O. The result is 0 (inactive).